This data is from Reaction yield outcomes from USPTO patents with 853,638 reactions. The task is: Predict the reaction yield, written as a fraction of the theoretical maximum amount of product (1.0 means a 100% yield; for example, 0.34 means a 34% yield). (1) The product is [O:1]1[CH:5]=[CH:4][CH:3]=[C:2]1[C:6]1[N:11]=[C:10]([NH2:12])[N:9]=[C:8]2[N:13]([CH2:24][C:23]3[CH:26]=[CH:27][CH:28]=[C:21]([N+:18]([O-:20])=[O:19])[CH:22]=3)[N:14]=[CH:15][C:7]=12. The yield is 0.470. The catalyst is CN(C=O)C. The reactants are [O:1]1[CH:5]=[CH:4][CH:3]=[C:2]1[C:6]1[N:11]=[C:10]([NH2:12])[N:9]=[C:8]2[NH:13][N:14]=[CH:15][C:7]=12.[H-].[Na+].[N+:18]([C:21]1[CH:22]=[C:23]([CH:26]=[CH:27][CH:28]=1)[CH2:24]Br)([O-:20])=[O:19].O. (2) The reactants are [CH3:1][C:2]1([CH3:11])[CH2:7][NH:6][CH:5]([C:8]([NH2:10])=[O:9])[CH2:4][CH2:3]1.[CH:12](=O)[C:13]1[CH:18]=[CH:17][CH:16]=[CH:15][CH:14]=1.C(O[BH-](OC(=O)C)OC(=O)C)(=O)C.[Na+]. The catalyst is ClCCCl.ClCCl. The product is [CH2:12]([N:6]1[CH2:7][C:2]([CH3:11])([CH3:1])[CH2:3][CH2:4][CH:5]1[C:8]([NH2:10])=[O:9])[C:13]1[CH:18]=[CH:17][CH:16]=[CH:15][CH:14]=1. The yield is 0.900. (3) The reactants are [CH3:1][N:2]([S:28]([C:31]1[S:32][CH:33]=[CH:34][CH:35]=1)(=[O:30])=[O:29])[C:3]1[CH:4]=[C:5]([O:23][C:24]([F:27])([F:26])[F:25])[CH:6]=[C:7]2[C:11]=1[NH:10][C:9]([C:12]1[S:13][CH:14]([CH2:17][C:18](OCC)=[O:19])[CH2:15][N:16]=1)=[CH:8]2.O1CCCC1.CO.[BH4-].[Li+]. The catalyst is O. The product is [OH:19][CH2:18][CH2:17][CH:14]1[S:13][C:12]([C:9]2[NH:10][C:11]3[C:7]([CH:8]=2)=[CH:6][C:5]([O:23][C:24]([F:26])([F:25])[F:27])=[CH:4][C:3]=3[N:2]([CH3:1])[S:28]([C:31]2[S:32][CH:33]=[CH:34][CH:35]=2)(=[O:30])=[O:29])=[N:16][CH2:15]1. The yield is 0.340. (4) The reactants are F.F.F.C(N(CC)CC)C.C(N(CC)CC)C.[Si]([O:35][CH2:36][C@H:37]1[O:41][C@@H:40]([N:42]2[CH:49]=[C:48]([CH3:50])[C:46](=[O:47])[NH:45][C:43]2=[O:44])[C@H:39]([O:51][CH2:52][CH2:53][O:54][N:55]([CH3:57])[CH3:56])[C@@H:38]1[OH:58])(C(C)(C)C)(C1C=CC=CC=1)C1C=CC=CC=1.CO. The catalyst is C1COCC1.C(Cl)Cl. The product is [CH3:56][N:55]([CH3:57])[O:54][CH2:53][CH2:52][O:51][C@@H:39]1[C@H:38]([OH:58])[C@@H:37]([CH2:36][OH:35])[O:41][C@H:40]1[N:42]1[CH:49]=[C:48]([CH3:50])[C:46](=[O:47])[NH:45][C:43]1=[O:44]. The yield is 0.925. (5) The yield is 0.740. The product is [Br:3][C:4]1[CH:5]=[CH:6][C:7]([C:10]2[C:11]([C:19]([OH:21])=[O:20])=[CH:12][C:13]([N:16]([CH3:17])[CH3:18])=[CH:14][CH:15]=2)=[CH:8][CH:9]=1. The catalyst is C1COCC1.CO.Cl. The reactants are [OH-].[Li+].[Br:3][C:4]1[CH:9]=[CH:8][C:7]([C:10]2[C:11]([C:19]([O:21]C)=[O:20])=[CH:12][C:13]([N:16]([CH3:18])[CH3:17])=[CH:14][CH:15]=2)=[CH:6][CH:5]=1. (6) The reactants are [CH:1]1[N:2]=[CH:3][N:4]2[CH2:9][CH2:8][CH2:7][CH2:6][C:5]=12.[Li]CCCC.CN([CH:18]=[O:19])C. The catalyst is C1COCC1. The product is [CH:1]1[N:2]=[C:3]([CH:18]=[O:19])[N:4]2[CH2:9][CH2:8][CH2:7][CH2:6][C:5]=12. The yield is 0.400. (7) The reactants are [CH3:1][C:2]1[O:6][C:5]([C:7]([F:10])([F:9])[F:8])=[C:4]([CH2:11][NH2:12])[CH:3]=1.[CH2:13]([O:20][C:21]1[CH:26]=[CH:25][N:24]([C:27]2[S:28][C:29]([C:33](O)=[O:34])=[C:30]([CH3:32])[N:31]=2)[C:23](=[O:36])[CH:22]=1)[C:14]1[CH:19]=[CH:18][CH:17]=[CH:16][CH:15]=1. No catalyst specified. The product is [CH2:13]([O:20][C:21]1[CH:26]=[CH:25][N:24]([C:27]2[S:28][C:29]([C:33]([NH:12][CH2:11][C:4]3[CH:3]=[C:2]([CH3:1])[O:6][C:5]=3[C:7]([F:10])([F:8])[F:9])=[O:34])=[C:30]([CH3:32])[N:31]=2)[C:23](=[O:36])[CH:22]=1)[C:14]1[CH:19]=[CH:18][CH:17]=[CH:16][CH:15]=1. The yield is 0.280. (8) The reactants are [NH:1]1[C:5]([C:6]([OH:8])=[O:7])=[C:4]([C:9]([OH:11])=[O:10])[N:3]=[CH:2]1.[CH2:12](N(CC)CC)[CH3:13].[CH2:19](O)[CH3:20]. The catalyst is ClCCl. The product is [NH:1]1[C:5]([C:6]([O:8][CH2:12][CH3:13])=[O:7])=[C:4]([C:9]([O:11][CH2:19][CH3:20])=[O:10])[N:3]=[CH:2]1. The yield is 0.520. (9) The reactants are C(=O)([O-])[O-].[K+].[K+].[CH3:7][N:8]1[CH2:13][CH2:12][NH:11][CH2:10][CH2:9]1.CS(O[CH2:19][C:20]1[S:28][C:27]2[CH2:26][CH2:25][N:24]([C:29]([O:31][C:32]([CH3:35])([CH3:34])[CH3:33])=[O:30])[CH2:23][C:22]=2[CH:21]=1)(=O)=O. The catalyst is C1(C)C=CC=CC=1.C(OCC)(=O)C. The product is [CH3:7][N:8]1[CH2:13][CH2:12][N:11]([CH2:19][C:20]2[S:28][C:27]3[CH2:26][CH2:25][N:24]([C:29]([O:31][C:32]([CH3:35])([CH3:34])[CH3:33])=[O:30])[CH2:23][C:22]=3[CH:21]=2)[CH2:10][CH2:9]1. The yield is 0.500. (10) The reactants are [Cl:1][C:2]1[CH:7]=[CH:6][C:5]([C:8]2[C:12]([CH3:13])=[CH:11][NH:10][C:9]=2[C:14]([OH:16])=O)=[CH:4][CH:3]=1.CCN(C(C)C)C(C)C.[NH:26]1[CH2:31][CH2:30][O:29][CH2:28][CH2:27]1.C1C=NC2N(O)N=NC=2C=1.CCN=C=NCCCN(C)C. The catalyst is C(Cl)Cl. The product is [Cl:1][C:2]1[CH:3]=[CH:4][C:5]([C:8]2[C:12]([CH3:13])=[CH:11][NH:10][C:9]=2[C:14]([N:26]2[CH2:31][CH2:30][O:29][CH2:28][CH2:27]2)=[O:16])=[CH:6][CH:7]=1. The yield is 0.780.